Predict the reactants needed to synthesize the given product. From a dataset of Full USPTO retrosynthesis dataset with 1.9M reactions from patents (1976-2016). (1) Given the product [Br:1][CH2:28][C:25]1[CH:26]=[CH:27][C:22]([F:21])=[CH:23][C:24]=1[I:29], predict the reactants needed to synthesize it. The reactants are: [Br:1]N1C(=O)CCC1=O.CC(N=NC(C#N)(C)C)(C#N)C.[F:21][C:22]1[CH:27]=[CH:26][C:25]([CH3:28])=[C:24]([I:29])[CH:23]=1. (2) Given the product [Cl:8][C:5]1[CH:4]=[C:3]2[C:2](=[CH:7][N:6]=1)[N:1]=[C:19]([C:17]1[CH:18]=[C:13]([F:12])[CH:14]=[CH:15][C:16]=1[CH3:22])[CH:20]=[C:9]2[CH3:10], predict the reactants needed to synthesize it. The reactants are: [NH2:1][C:2]1[C:3]([CH:9](O)[CH3:10])=[CH:4][C:5]([Cl:8])=[N:6][CH:7]=1.[F:12][C:13]1[CH:14]=[CH:15][C:16]([CH3:22])=[C:17]([C:19](=O)[CH3:20])[CH:18]=1.[OH-].[K+].O1CCOCC1. (3) The reactants are: [CH2:1]([O:3][C:4](=[O:22])[C:5]1[CH:10]=[CH:9][C:8]([NH:11][C:12]2[C:13]3[CH2:21][CH2:20][CH2:19][C:14]=3[N:15]=[C:16](Cl)[N:17]=2)=[CH:7][CH:6]=1)[CH3:2].[F:23][C:24]1[CH:25]=[C:26](B(O)O)[CH:27]=[CH:28][C:29]=1[F:30]. Given the product [CH2:1]([O:3][C:4](=[O:22])[C:5]1[CH:10]=[CH:9][C:8]([NH:11][C:12]2[C:13]3[CH2:21][CH2:20][CH2:19][C:14]=3[N:15]=[C:16]([C:27]3[CH:26]=[CH:25][C:24]([F:23])=[C:29]([F:30])[CH:28]=3)[N:17]=2)=[CH:7][CH:6]=1)[CH3:2], predict the reactants needed to synthesize it. (4) Given the product [OH:4][CH:3]([CH3:5])[CH2:2][C:1]([O:7][CH2:8][CH:9]([CH3:11])[CH3:10])=[O:6], predict the reactants needed to synthesize it. The reactants are: [C:1]([O:7][CH2:8][CH:9]([CH3:11])[CH3:10])(=[O:6])[CH2:2][C:3]([CH3:5])=[O:4].C(OCC)(=O)CC(C)=O. (5) Given the product [OH:14][C:13]1[C:3]([O:2][CH3:1])=[CH:4][C:5]([N+:16]([O-:18])=[O:17])=[C:6]([CH:12]=1)[C:7]([O:9][CH3:10])=[O:8], predict the reactants needed to synthesize it. The reactants are: [CH3:1][O:2][C:3]1[C:13]([O:14]C)=[CH:12][C:6]([C:7]([O:9][CH2:10]C)=[O:8])=[C:5]([N+:16]([O-:18])=[O:17])[CH:4]=1.Cl.S(Cl)(Cl)=O. (6) Given the product [BrH:33].[BrH:33].[C:2]([S:3][CH2:25][C:17]1[C:18]2[O:19][C:20]3[C:11](=[CH:10][C:9]([C:5]([CH3:7])([CH3:8])[CH3:6])=[CH:22][C:21]=3[CH2:23][S:3][C:2](=[NH:1])[NH2:4])[C:12]([CH3:32])([CH3:31])[C:13]=2[CH:14]=[C:15]([C:27]([CH3:30])([CH3:28])[CH3:29])[CH:16]=1)(=[NH:4])[NH2:1], predict the reactants needed to synthesize it. The reactants are: [NH2:1][C:2]([NH2:4])=[S:3].[C:5]([C:9]1[CH:22]=[C:21]([CH2:23]O)[C:20]2[O:19][C:18]3[C:13](=[CH:14][C:15]([C:27]([CH3:30])([CH3:29])[CH3:28])=[CH:16][C:17]=3[CH2:25]O)[C:12]([CH3:32])([CH3:31])[C:11]=2[CH:10]=1)([CH3:8])([CH3:7])[CH3:6].[BrH:33]. (7) The reactants are: [F:1][C:2]1[CH:3]=[C:4]2[C:14]3[C:9](=[CH:10][N:11]=[C:12]([OH:15])[CH:13]=3)[NH:8][C:5]2=[N:6][CH:7]=1.[F:16][C:17]([F:23])([F:22])[S:18](O)(=[O:20])=[O:19]. Given the product [F:16][C:17]([F:23])([F:22])[S:18]([O:15][C:12]1[CH:13]=[C:14]2[C:4]3[C:5](=[N:6][CH:7]=[C:2]([F:1])[CH:3]=3)[NH:8][C:9]2=[CH:10][N:11]=1)(=[O:20])=[O:19], predict the reactants needed to synthesize it. (8) Given the product [CH:32]1([C:35]([N:1]2[CH2:2][CH2:3][CH:4]([NH:7][C:8]([C:10]3[C:14]4[N:15]=[CH:16][N:17]=[C:18]([C:19]5[CH:24]=[CH:23][C:22]([O:25][CH3:26])=[CH:21][C:20]=5[O:27][CH2:28][CH:29]5[CH2:30][CH2:31]5)[C:13]=4[NH:12][CH:11]=3)=[O:9])[CH2:5][CH2:6]2)=[O:36])[CH2:34][CH2:33]1, predict the reactants needed to synthesize it. The reactants are: [NH:1]1[CH2:6][CH2:5][CH:4]([NH:7][C:8]([C:10]2[C:14]3[N:15]=[CH:16][N:17]=[C:18]([C:19]4[CH:24]=[CH:23][C:22]([O:25][CH3:26])=[CH:21][C:20]=4[O:27][CH2:28][CH:29]4[CH2:31][CH2:30]4)[C:13]=3[NH:12][CH:11]=2)=[O:9])[CH2:3][CH2:2]1.[CH:32]1([C:35](Cl)=[O:36])[CH2:34][CH2:33]1. (9) Given the product [C:1]([O:5][C:6](=[O:25])[C:7]1[CH:12]=[C:11]([N:13]([S:20]([CH3:23])(=[O:22])=[O:21])[C:14]2[CH:19]=[CH:18][CH:17]=[CH:16][CH:15]=2)[CH:10]=[C:9]([N:58]([CH2:59][C:60]2[CH:65]=[CH:64][CH:63]=[CH:62][CH:61]=2)[CH3:57])[CH:8]=1)([CH3:4])([CH3:3])[CH3:2], predict the reactants needed to synthesize it. The reactants are: [C:1]([O:5][C:6](=[O:25])[C:7]1[CH:12]=[C:11]([N:13]([S:20]([CH3:23])(=[O:22])=[O:21])[C:14]2[CH:19]=[CH:18][CH:17]=[CH:16][CH:15]=2)[CH:10]=[C:9](Br)[CH:8]=1)([CH3:4])([CH3:3])[CH3:2].CC(C)([O-])C.[Na+].C1(P(C2CCCCC2)C2C=CC=CC=2C2C=CC=CC=2)CCCCC1.[CH3:57][NH:58][CH2:59][C:60]1[CH:65]=[CH:64][CH:63]=[CH:62][CH:61]=1.